This data is from Forward reaction prediction with 1.9M reactions from USPTO patents (1976-2016). The task is: Predict the product of the given reaction. (1) Given the reactants Cl.Cl.Cl.[NH:4]([C:6]1[CH:11]=[C:10]([C:12]2[CH:17]=[CH:16][CH:15]=[CH:14][CH:13]=2)[N:9]=[C:8]([CH3:18])[N:7]=1)[NH2:5].C(N(C(C)C)CC)(C)C.[CH3:28][C:29]([C:31]1[CH:36]=[CH:35][C:34]([N:37]([CH3:39])[CH3:38])=[CH:33][CH:32]=1)=O, predict the reaction product. The product is: [CH3:38][N:37]([CH3:39])[C:34]1[CH:35]=[CH:36][C:31]([C:29](=[N:5][NH:4][C:6]2[CH:11]=[C:10]([C:12]3[CH:17]=[CH:16][CH:15]=[CH:14][CH:13]=3)[N:9]=[C:8]([CH3:18])[N:7]=2)[CH3:28])=[CH:32][CH:33]=1. (2) Given the reactants Cl[C:2]1[N:7]=[CH:6][C:5]([O:8][C:9]2[CH:14]=[CH:13][N:12]=[C:11]3[CH:15]=[C:16]([C:18]4[CH:27]=[CH:26][C:21]([C:22]([NH:24][CH3:25])=[O:23])=[CH:20][CH:19]=4)[S:17][C:10]=23)=[CH:4][CH:3]=1.C[Si]([N-:32][Si](C)(C)C)(C)C.[Li+], predict the reaction product. The product is: [NH2:32][C:2]1[N:7]=[CH:6][C:5]([O:8][C:9]2[CH:14]=[CH:13][N:12]=[C:11]3[CH:15]=[C:16]([C:18]4[CH:27]=[CH:26][C:21]([C:22]([NH:24][CH3:25])=[O:23])=[CH:20][CH:19]=4)[S:17][C:10]=23)=[CH:4][CH:3]=1. (3) The product is: [C:33]([NH:29][C:27](=[O:28])[C:26]1[CH:25]=[CH:24][C:23]([CH2:22][O:21][C:5]2[CH:6]=[C:7]3[C:11](=[C:12]([Cl:13])[C:4]=2[Cl:3])[C:10](=[O:14])[C:9]([CH:16]2[CH2:17][CH2:18][CH2:19][CH2:20]2)([CH3:15])[CH2:8]3)=[CH:31][CH:30]=1)(=[O:32])[CH3:34]. Given the reactants [H-].[Na+].[Cl:3][C:4]1[C:12]([Cl:13])=[C:11]2[C:7]([CH2:8][C:9]([CH:16]3[CH2:20][CH2:19][CH2:18][CH2:17]3)([CH3:15])[C:10]2=[O:14])=[CH:6][C:5]=1[O:21][CH2:22][C:23]1[CH:31]=[CH:30][C:26]([C:27]([NH2:29])=[O:28])=[CH:25][CH:24]=1.[O:32]1CC[CH2:34][CH2:33]1, predict the reaction product. (4) The product is: [Br:1][C:2]1[CH:3]=[CH:4][C:5]([C:8]2[CH:13]=[CH:12][C:11]([CH2:14][O:15][Si:25]([C:21]([CH3:24])([CH3:23])[CH3:22])([CH3:28])[CH3:27])=[CH:10][CH:9]=2)=[CH:6][CH:7]=1. Given the reactants [Br:1][C:2]1[CH:7]=[CH:6][C:5]([C:8]2[CH:13]=[CH:12][C:11]([CH2:14][OH:15])=[CH:10][CH:9]=2)=[CH:4][CH:3]=1.N1C=CN=C1.[C:21]([Si:25]([CH3:28])([CH3:27])Cl)([CH3:24])([CH3:23])[CH3:22].O, predict the reaction product.